The task is: Predict the reactants needed to synthesize the given product.. This data is from Full USPTO retrosynthesis dataset with 1.9M reactions from patents (1976-2016). (1) Given the product [NH2:28][C:13]1[N:14]([CH2:17][CH3:18])[C:15](=[O:16])[C:11]2([C:4]3[C:5](=[CH:6][CH:7]=[C:2]([Br:1])[CH:3]=3)[O:8][CH:9]([C:22]3[CH:27]=[CH:26][CH:25]=[CH:24][CH:23]=3)[CH2:10]2)[N:12]=1, predict the reactants needed to synthesize it. The reactants are: [Br:1][C:2]1[CH:3]=[C:4]2[C:11]3([C:15](=[O:16])[N:14]([CH2:17][CH3:18])[C:13](SCC)=[N:12]3)[CH2:10][CH:9]([C:22]3[CH:27]=[CH:26][CH:25]=[CH:24][CH:23]=3)[O:8][C:5]2=[CH:6][CH:7]=1.[NH4+:28].[I-]. (2) The reactants are: [NH2:1][C:2]1[CH:3]=[C:4]([OH:9])[CH:5]=[CH:6][C:7]=1[F:8].C(=O)([O-])O.[Na+].[Cl:15][C:16]1[C:24]([C:25]([C:28]#[N:29])([CH3:27])[CH3:26])=[CH:23][CH:22]=[CH:21][C:17]=1[C:18](Cl)=[O:19].C(OCC)(=O)C. Given the product [Cl:15][C:16]1[C:24]([C:25]([C:28]#[N:29])([CH3:27])[CH3:26])=[CH:23][CH:22]=[CH:21][C:17]=1[C:18]([NH:1][C:2]1[CH:3]=[C:4]([OH:9])[CH:5]=[CH:6][C:7]=1[F:8])=[O:19], predict the reactants needed to synthesize it.